Dataset: Peptide-MHC class I binding affinity with 185,985 pairs from IEDB/IMGT. Task: Regression. Given a peptide amino acid sequence and an MHC pseudo amino acid sequence, predict their binding affinity value. This is MHC class I binding data. The peptide sequence is YMVPFIPLYR. The MHC is HLA-A11:01 with pseudo-sequence HLA-A11:01. The binding affinity (normalized) is 0.663.